This data is from Reaction yield outcomes from USPTO patents with 853,638 reactions. The task is: Predict the reaction yield, written as a fraction of the theoretical maximum amount of product (1.0 means a 100% yield; for example, 0.34 means a 34% yield). (1) The reactants are [Cl:1][C:2]1[CH:7]=[C:6]([Cl:8])[C:5]([S:9][CH2:10][C:11]([F:14])([F:13])[F:12])=[CH:4][C:3]=1[OH:15].ClC1C=CC=C(C(OO)=[O:24])C=1.S([O-])([O-])(=O)=S.[Na+].[Na+]. The catalyst is C(Cl)(Cl)Cl. The product is [Cl:1][C:2]1[CH:7]=[C:6]([Cl:8])[C:5]([S:9]([CH2:10][C:11]([F:12])([F:14])[F:13])=[O:24])=[CH:4][C:3]=1[OH:15]. The yield is 0.880. (2) The reactants are [C:1]([O:5][C:6]([N:8]1[CH:14]2[CH2:15][O:16][CH2:17][CH:9]1[CH2:10][N:11]([C:19]1[CH:20]=[N:21][C:22]([NH2:25])=[CH:23][CH:24]=1)[C:12](=[O:18])[CH2:13]2)=[O:7])([CH3:4])([CH3:3])[CH3:2].[CH3:26][N:27]([CH3:45])[C:28]([C:30]1[N:39]([CH:40]2[CH2:44][CH2:43][CH2:42][CH2:41]2)[C:33]2[N:34]=[C:35](Cl)[N:36]=[CH:37][C:32]=2[CH:31]=1)=[O:29]. No catalyst specified. The product is [C:1]([O:5][C:6]([N:8]1[CH:14]2[CH2:15][O:16][CH2:17][CH:9]1[CH2:10][N:11]([C:19]1[CH:20]=[N:21][C:22]([NH:25][C:35]3[N:36]=[CH:37][C:32]4[CH:31]=[C:30]([C:28](=[O:29])[N:27]([CH3:26])[CH3:45])[N:39]([CH:40]5[CH2:44][CH2:43][CH2:42][CH2:41]5)[C:33]=4[N:34]=3)=[CH:23][CH:24]=1)[C:12](=[O:18])[CH2:13]2)=[O:7])([CH3:4])([CH3:2])[CH3:3]. The yield is 0.750. (3) The reactants are C(OC([N:11]1[CH2:16][CH2:15][N:14]([C:17]2[C:25]3[S:24][C:23]([NH:26][C:27]([C:29]4[S:30][C:31]([CH3:34])=[CH:32][CH:33]=4)=[O:28])=[N:22][C:21]=3[C:20]([O:35][CH3:36])=[CH:19][CH:18]=2)[CH2:13][CH2:12]1)=O)C1C=CC=CC=1.B(F)(F)F.CCOCC.C(S)C. The catalyst is ClCCl. The product is [CH3:36][O:35][C:20]1[C:21]2[N:22]=[C:23]([NH:26][C:27]([C:29]3[S:30][C:31]([CH3:34])=[CH:32][CH:33]=3)=[O:28])[S:24][C:25]=2[C:17]([N:14]2[CH2:13][CH2:12][NH:11][CH2:16][CH2:15]2)=[CH:18][CH:19]=1. The yield is 0.580. (4) The reactants are [Cl:1][C:2]1[CH:10]=[CH:9][C:5]([C:6]([OH:8])=O)=[CH:4][CH:3]=1.C1(N=C=NC2CCCCC2)CCCCC1.Cl.[NH2:27][CH:28]([C:34]([O:36][CH2:37][CH3:38])=[O:35])[C:29]([O:31][CH2:32][CH3:33])=[O:30].C(N(CC)CC)C. The catalyst is O1CCCC1. The product is [Cl:1][C:2]1[CH:3]=[CH:4][C:5]([C:6]([NH:27][CH:28]([C:29]([O:31][CH2:32][CH3:33])=[O:30])[C:34]([O:36][CH2:37][CH3:38])=[O:35])=[O:8])=[CH:9][CH:10]=1. The yield is 0.860. (5) The reactants are [CH3:1][O:2][C:3]1[CH:4]=[C:5]2[C:10](=[CH:11][C:12]=1[O:13][CH3:14])[N:9]=[CH:8][CH:7]=[C:6]2[O:15][C:16]1[CH:23]=[CH:22][C:21]([CH3:24])=[CH:20][C:17]=1[CH:18]=[O:19].[CH2:25]([Mg]Br)[CH3:26].O. The catalyst is O1CCCC1. The product is [CH3:1][O:2][C:3]1[CH:4]=[C:5]2[C:10](=[CH:11][C:12]=1[O:13][CH3:14])[N:9]=[CH:8][CH:7]=[C:6]2[O:15][C:16]1[CH:23]=[CH:22][C:21]([CH3:24])=[CH:20][C:17]=1[CH:18]([OH:19])[CH2:25][CH3:26]. The yield is 0.460. (6) The reactants are S([CH2:11][N+:12]#[C-])(C1C=CC(C)=CC=1)(=O)=O.[CH3:14][C:15](C)([O-:17])[CH3:16].[K+].O.C(O[CH2:25][CH3:26])(=O)C.[CH3:27][CH2:28][CH2:29][CH2:30][CH2:31][CH3:32].O1C[CH2:36][CH2:35][CH2:34]1. No catalyst specified. The yield is 0.800. The product is [C:14]1([C:15]([C:16]2[CH:26]=[CH:25][NH:12][CH:11]=2)=[O:17])[C:36]2[C:30](=[CH:31][CH:32]=[CH:34][CH:35]=2)[CH:29]=[CH:28][CH:27]=1.